Task: Predict the product of the given reaction.. Dataset: Forward reaction prediction with 1.9M reactions from USPTO patents (1976-2016) Given the reactants [H-].[Na+].[CH3:3][O:4][C:5]1[CH:20]=[CH:19][C:8]([CH2:9][O:10][CH2:11][C:12]([CH3:18])([CH3:17])[C:13]([O:15]C)=O)=[CH:7][CH:6]=1.[C:21](#[N:23])[CH3:22], predict the reaction product. The product is: [CH3:3][O:4][C:5]1[CH:6]=[CH:7][C:8]([CH2:9][O:10][CH2:11][C:12]([CH3:18])([CH3:17])[C:13](=[O:15])[CH2:22][C:21]#[N:23])=[CH:19][CH:20]=1.